Dataset: Full USPTO retrosynthesis dataset with 1.9M reactions from patents (1976-2016). Task: Predict the reactants needed to synthesize the given product. Given the product [F:10][C:5]1[CH:4]=[C:3]([C:1]#[C:2][C:12]([OH:14])=[O:13])[CH:8]=[CH:7][C:6]=1[F:9], predict the reactants needed to synthesize it. The reactants are: [C:1]([C:3]1[CH:8]=[CH:7][C:6]([F:9])=[C:5]([F:10])[CH:4]=1)#[CH:2].Cl[C:12]([O:14]C)=[O:13].C1(C)C=CC(C#CC(O)=O)=CC=1.